From a dataset of Reaction yield outcomes from USPTO patents with 853,638 reactions. Predict the reaction yield, written as a fraction of the theoretical maximum amount of product (1.0 means a 100% yield; for example, 0.34 means a 34% yield). (1) The reactants are Br[C:2]1[CH:3]=[C:4]2[C:10]([C:11]3[CH:12]=[N:13][N:14]([CH2:16][C:17]4[CH:22]=[CH:21][CH:20]=[C:19]([F:23])[CH:18]=4)[CH:15]=3)=[CH:9][N:8]([S:24]([C:27]3[CH:33]=[CH:32][C:30]([CH3:31])=[CH:29][CH:28]=3)(=[O:26])=[O:25])[C:5]2=[N:6][CH:7]=1.CC1(C)C(C)(C)OB([C:42]2[CH:47]=[CH:46][C:45]([NH:48][CH:49]3[CH2:54][CH2:53][N:52]([C:55]([O:57][C:58]([CH3:61])([CH3:60])[CH3:59])=[O:56])[CH2:51][CH2:50]3)=[CH:44][CH:43]=2)O1.C(=O)([O-])[O-].[Na+].[Na+]. The catalyst is COCCOC.O.Cl[Pd](Cl)([P](C1C=CC=CC=1)(C1C=CC=CC=1)C1C=CC=CC=1)[P](C1C=CC=CC=1)(C1C=CC=CC=1)C1C=CC=CC=1. The product is [F:23][C:19]1[CH:18]=[C:17]([CH:22]=[CH:21][CH:20]=1)[CH2:16][N:14]1[CH:15]=[C:11]([C:10]2[C:4]3[C:5](=[N:6][CH:7]=[C:2]([C:42]4[CH:43]=[CH:44][C:45]([NH:48][CH:49]5[CH2:50][CH2:51][N:52]([C:55]([O:57][C:58]([CH3:61])([CH3:60])[CH3:59])=[O:56])[CH2:53][CH2:54]5)=[CH:46][CH:47]=4)[CH:3]=3)[N:8]([S:24]([C:27]3[CH:28]=[CH:29][C:30]([CH3:31])=[CH:32][CH:33]=3)(=[O:25])=[O:26])[CH:9]=2)[CH:12]=[N:13]1. The yield is 0.634. (2) The reactants are [C:1]([O:5][C:6]([NH:8][C@H:9]([CH2:30][O:31][C:32]1[CH:37]=[CH:36][C:35]([C:38]#[N:39])=[CH:34][CH:33]=1)[CH2:10][N:11]1[CH2:18][CH:17]2[O:19][CH:13]([CH2:14][N:15](C(OCC3C=CC=CC=3)=O)[CH2:16]2)[CH2:12]1)=[O:7])([CH3:4])([CH3:3])[CH3:2].[H][H]. The catalyst is C(O)C.[Pd]. The product is [C:38]([C:35]1[CH:34]=[CH:33][C:32]([O:31][CH2:30][C@@H:9]([NH:8][C:6](=[O:7])[O:5][C:1]([CH3:3])([CH3:4])[CH3:2])[CH2:10][N:11]2[CH2:18][CH:17]3[O:19][CH:13]([CH2:14][NH:15][CH2:16]3)[CH2:12]2)=[CH:37][CH:36]=1)#[N:39]. The yield is 0.750. (3) The catalyst is CS(C)=O.O.[Cu](I)I. The reactants are Br[C:2]1[CH:7]=[CH:6][C:5]([CH:8]([OH:13])[C:9]([F:12])([F:11])[F:10])=[CH:4][CH:3]=1.[C:14]([C:16]1[C:24]2[C:19](=[CH:20][CH:21]=[CH:22][CH:23]=2)[NH:18][N:17]=1)#[CH:15].[N-:25]=[N+:26]=[N-:27].[Na+].CN[C@@H]1CCCC[C@H]1NC.[NH4+].[OH-]. The product is [F:10][C:9]([F:12])([F:11])[CH:8]([C:5]1[CH:6]=[CH:7][C:2]([N:25]2[CH:15]=[C:14]([C:16]3[C:24]4[C:19](=[CH:20][CH:21]=[CH:22][CH:23]=4)[NH:18][N:17]=3)[N:27]=[N:26]2)=[CH:3][CH:4]=1)[OH:13]. The yield is 0.260. (4) The reactants are [NH:1]1[CH2:6][CH2:5][CH:4]([C:7]([NH2:9])=O)[CH2:3][CH2:2]1.[O:10]1[CH2:15][CH2:14][CH:13]([C:16](O)=O)[CH2:12][CH2:11]1.C(N(C(C)C)CC)(C)C.CN(C(ON1N=NC2C=CC=CC1=2)=[N+](C)C)C.F[P-](F)(F)(F)(F)F.[H-].[Al+3].[Li+].[H-].[H-].[H-]. The catalyst is CN(C)C=O.O1CCCC1. The product is [O:10]1[CH2:15][CH2:14][CH:13]([CH2:16][N:1]2[CH2:6][CH2:5][CH:4]([CH2:7][NH2:9])[CH2:3][CH2:2]2)[CH2:12][CH2:11]1. The yield is 0.990. (5) The reactants are [Br:1][C:2]1[CH:7]=[C:6](Br)[C:5]([N+:9]([O-:11])=[O:10])=[CH:4][N:3]=1.C(N(CC)CC)C.[NH2:19][C:20]1[CH:25]=[CH:24][CH:23]=[CH:22][CH:21]=1. The catalyst is C1COCC1. The product is [Br:1][C:2]1[CH:7]=[C:6]([NH:19][C:20]2[CH:25]=[CH:24][CH:23]=[CH:22][CH:21]=2)[C:5]([N+:9]([O-:11])=[O:10])=[CH:4][N:3]=1. The yield is 0.970. (6) The reactants are [C:1]([CH:3]1[CH2:6][N:5]([C:7](=[O:45])[C@H:8]([NH:10][C:11]([C:13]2[C:21]3[C:16](=[N:17][CH:18]=[C:19]([C:22]4[C:30]5[C:25](=[CH:26][C:27]([Cl:31])=[CH:28][CH:29]=5)[N:24]([CH2:32][CH2:33][N:34]([CH3:36])[CH3:35])[N:23]=4)[N:20]=3)[N:15](COCC[Si](C)(C)C)[CH:14]=2)=[O:12])[CH3:9])[CH2:4]1)#[N:2].C(O)(C(F)(F)F)=O.C(N)CN. The catalyst is C(Cl)Cl. The product is [C:1]([CH:3]1[CH2:4][N:5]([C:7](=[O:45])[C@H:8]([NH:10][C:11]([C:13]2[C:21]3[C:16](=[N:17][CH:18]=[C:19]([C:22]4[C:30]5[C:25](=[CH:26][C:27]([Cl:31])=[CH:28][CH:29]=5)[N:24]([CH2:32][CH2:33][N:34]([CH3:36])[CH3:35])[N:23]=4)[N:20]=3)[NH:15][CH:14]=2)=[O:12])[CH3:9])[CH2:6]1)#[N:2]. The yield is 0.640. (7) The reactants are C([O-])([O-])=O.[K+].[K+].[CH3:7][O:8][C:9]1[CH:10]=[C:11]([OH:15])[CH:12]=[CH:13][CH:14]=1.Cl[C:17]1[N:22]=[C:21]([N:23]([CH3:43])[CH2:24][CH2:25][CH2:26][O:27][C:28]2[CH:29]=[C:30]3[C:34](=[CH:35][CH:36]=2)[C@H:33]([CH2:37][C:38]([O:40][CH2:41][CH3:42])=[O:39])[CH2:32][CH2:31]3)[C:20]([CH3:44])=[CH:19][N:18]=1. The catalyst is CN(C=O)C. The product is [CH3:7][O:8][C:9]1[CH:10]=[C:11]([CH:12]=[CH:13][CH:14]=1)[O:15][C:17]1[N:22]=[C:21]([N:23]([CH3:43])[CH2:24][CH2:25][CH2:26][O:27][C:28]2[CH:29]=[C:30]3[C:34](=[CH:35][CH:36]=2)[C@H:33]([CH2:37][C:38]([O:40][CH2:41][CH3:42])=[O:39])[CH2:32][CH2:31]3)[C:20]([CH3:44])=[CH:19][N:18]=1. The yield is 0.470.